Dataset: Catalyst prediction with 721,799 reactions and 888 catalyst types from USPTO. Task: Predict which catalyst facilitates the given reaction. (1) Reactant: [F:1][C:2]1[CH:34]=[CH:33][C:5]2[N:6]([CH:10]3[CH2:15][CH2:14][N:13]([CH2:16][C@H:17]([OH:32])[CH2:18][O:19][C:20]4[CH:25]=[C:24]([O:26][CH3:27])[CH:23]=[CH:22][C:21]=4[NH:28][C:29](=[O:31])[CH3:30])[CH2:12][CH2:11]3)[C:7](=[O:9])[NH:8][C:4]=2[CH:3]=1.CN(C=O)C.B(Br)(Br)[Br:41]. Product: [Br:41][C:23]1[C:24]([O:26][CH3:27])=[CH:25][C:20]([O:19][CH2:18][C@@H:17]([OH:32])[CH2:16][N:13]2[CH2:12][CH2:11][CH:10]([N:6]3[C:5]4[CH:33]=[CH:34][C:2]([F:1])=[CH:3][C:4]=4[NH:8][C:7]3=[O:9])[CH2:15][CH2:14]2)=[C:21]([NH:28][C:29](=[O:31])[CH3:30])[CH:22]=1. The catalyst class is: 2. (2) Reactant: C(OC(OCC)[N:5]1[CH:9]=[CH:8][N:7]=[CH:6]1)C.C([Li])CCC.[CH3:18][C:19]1[C:26]([CH3:27])=[CH:25][CH:24]=[CH:23][C:20]=1[CH:21]=[O:22]. Product: [CH3:18][C:19]1[C:26]([CH3:27])=[CH:25][CH:24]=[CH:23][C:20]=1[CH:21]([C:6]1[NH:5][CH:9]=[CH:8][N:7]=1)[OH:22]. The catalyst class is: 7. (3) Reactant: C1(P(C2C=CC=CC=2)C2C=CC=CC=2)C=CC=CC=1.BrN1C(=O)CCC1=O.[CH:28]1([CH2:33][CH:34]([C:38]2[CH:43]=[CH:42][C:41]([Cl:44])=[C:40]([Cl:45])[CH:39]=2)[C:35]([OH:37])=O)[CH2:32][CH2:31][CH2:30][CH2:29]1.[NH2:46][C:47]1[CH:54]=[CH:53][C:50]([C:51]#[N:52])=[CH:49][N:48]=1.N1C=CC=CC=1. Product: [C:51]([C:50]1[CH:53]=[CH:54][C:47]([NH:46][C:35](=[O:37])[CH:34]([C:38]2[CH:43]=[CH:42][C:41]([Cl:44])=[C:40]([Cl:45])[CH:39]=2)[CH2:33][CH:28]2[CH2:29][CH2:30][CH2:31][CH2:32]2)=[N:48][CH:49]=1)#[N:52]. The catalyst class is: 34. (4) Reactant: C(=O)([O-])[O-].[K+].[K+].[F:7][CH2:8][CH2:9]I.[F:11][C:12]1[CH:17]=[CH:16][C:15]([OH:18])=[CH:14][CH:13]=1.O. Product: [F:11][C:12]1[CH:17]=[CH:16][C:15]([O:18][CH2:9][CH2:8][F:7])=[CH:14][CH:13]=1. The catalyst class is: 369.